From a dataset of Peptide-MHC class I binding affinity with 185,985 pairs from IEDB/IMGT. Regression. Given a peptide amino acid sequence and an MHC pseudo amino acid sequence, predict their binding affinity value. This is MHC class I binding data. (1) The peptide sequence is EKLKKKSAF. The binding affinity (normalized) is 0.0847. The MHC is HLA-B58:01 with pseudo-sequence HLA-B58:01. (2) The peptide sequence is FLGKIWSS. The MHC is HLA-A02:03 with pseudo-sequence HLA-A02:03. The binding affinity (normalized) is 0.936. (3) The binding affinity (normalized) is 0. The peptide sequence is FEKHILPFMS. The MHC is HLA-B44:02 with pseudo-sequence HLA-B44:02. (4) The peptide sequence is TIEILRNYLR. The MHC is Patr-A0101 with pseudo-sequence Patr-A0101. The binding affinity (normalized) is 0.318. (5) The peptide sequence is DLYEEEMREL. The MHC is HLA-A02:03 with pseudo-sequence HLA-A02:03. The binding affinity (normalized) is 0.379. (6) The peptide sequence is LVATVSIHEV. The MHC is HLA-A02:01 with pseudo-sequence HLA-A02:01. The binding affinity (normalized) is 0.407. (7) The peptide sequence is QRLLPAALA. The MHC is HLA-A01:01 with pseudo-sequence HLA-A01:01. The binding affinity (normalized) is 0.0801.